This data is from Forward reaction prediction with 1.9M reactions from USPTO patents (1976-2016). The task is: Predict the product of the given reaction. (1) Given the reactants [Cl:1][C:2]1[CH:7]=[CH:6][C:5]([C:8]2[N:12]([C:13]3[CH:18]=[CH:17][C:16]([Cl:19])=[CH:15][C:14]=3[Cl:20])[N:11]=[C:10]([C:21](O)=O)[C:9]=2[CH3:24])=[CH:4][CH:3]=1.[CH2:25]([NH:29][C:30]([CH3:35])([CH3:34])[C:31]([NH2:33])=[O:32])[CH2:26][CH2:27][CH3:28], predict the reaction product. The product is: [CH2:25]([N:29]1[C:30]([CH3:35])([CH3:34])[C:31](=[O:32])[N:33]=[C:21]1[C:10]1[C:9]([CH3:24])=[C:8]([C:5]2[CH:4]=[CH:3][C:2]([Cl:1])=[CH:7][CH:6]=2)[N:12]([C:13]2[CH:18]=[CH:17][C:16]([Cl:19])=[CH:15][C:14]=2[Cl:20])[N:11]=1)[CH2:26][CH2:27][CH3:28]. (2) Given the reactants Cl.[CH2:2]([N:4]1[CH2:8][CH2:7][C:6]2([CH2:13][CH2:12][NH:11][CH2:10][CH2:9]2)[C:5]1=[O:14])[CH3:3].C(N(CC)CC)C.[F:22][C:23]([F:35])([F:34])[C:24]1[CH:29]=[CH:28][C:27]([S:30](Cl)(=[O:32])=[O:31])=[CH:26][CH:25]=1.O, predict the reaction product. The product is: [CH2:2]([N:4]1[CH2:8][CH2:7][C:6]2([CH2:13][CH2:12][N:11]([S:30]([C:27]3[CH:26]=[CH:25][C:24]([C:23]([F:22])([F:34])[F:35])=[CH:29][CH:28]=3)(=[O:32])=[O:31])[CH2:10][CH2:9]2)[C:5]1=[O:14])[CH3:3]. (3) Given the reactants [F:1][C:2]1[CH:3]=[CH:4][C:5]2[O:9][N:8]=[C:7]([CH:10]3[CH2:15][CH2:14][NH:13][CH2:12][CH2:11]3)[C:6]=2[CH:16]=1.[C:17]([O:21][C:22](=[O:33])[NH:23][C@H:24]1[CH2:29][CH2:28][C@H:27]([CH2:30][CH:31]=O)[CH2:26][CH2:25]1)([CH3:20])([CH3:19])[CH3:18].C(N(CC)CC)C.C(O[BH-](OC(=O)C)OC(=O)C)(=O)C.[Na+], predict the reaction product. The product is: [C:17]([O:21][C:22](=[O:33])[NH:23][C@H:24]1[CH2:25][CH2:26][C@H:27]([CH2:30][CH2:31][N:13]2[CH2:12][CH2:11][CH:10]([C:7]3[C:6]4[CH:16]=[C:2]([F:1])[CH:3]=[CH:4][C:5]=4[O:9][N:8]=3)[CH2:15][CH2:14]2)[CH2:28][CH2:29]1)([CH3:20])([CH3:19])[CH3:18]. (4) Given the reactants [OH:1][C:2]1[N:7]=[C:6]([C:8]([NH:10][CH2:11][CH:12]2[CH2:17][CH2:16][O:15][CH2:14][CH2:13]2)=[O:9])[C:5]([NH:18][C:19]([C:21]2[C:30]3[C:25](=[CH:26][CH:27]=[CH:28][CH:29]=3)[C:24]([CH2:31][N:32]3[CH:36]=[CH:35][N:34]=[N:33]3)=[CH:23][CH:22]=2)=[O:20])=[CH:4][CH:3]=1.[F:37][C:38]([F:46])([F:45])[CH2:39][CH2:40][S:41](Cl)(=[O:43])=[O:42], predict the reaction product. The product is: [F:37][C:38]([F:46])([F:45])[CH2:39][CH2:40][S:41]([O:1][C:2]1[CH:3]=[CH:4][C:5]([NH:18][C:19]([C:21]2[C:30]3[C:25](=[CH:26][CH:27]=[CH:28][CH:29]=3)[C:24]([CH2:31][N:32]3[CH:36]=[CH:35][N:34]=[N:33]3)=[CH:23][CH:22]=2)=[O:20])=[C:6]([C:8]([NH:10][CH2:11][CH:12]2[CH2:13][CH2:14][O:15][CH2:16][CH2:17]2)=[O:9])[N:7]=1)(=[O:43])=[O:42]. (5) Given the reactants C(O[C:5](=[O:7])[CH3:6])(=O)C.[CH:8]1[C:17]2[C:11]([CH:12]=[CH:13][CH:14]=[CH:15][CH:16]=2)=[CH:10][C:9]=1[CH2:18][C:19]1[CH:20]=[C:21]([C@@H:25]2[O:33][C@H:32]([CH2:34][OH:35])[C@@H:30]([OH:31])[C@H:28]([OH:29])[C@H:26]2[OH:27])[CH:22]=[CH:23][CH:24]=1, predict the reaction product. The product is: [C:26]([O:27][C@@H:26]1[C@@H:28]([O:29][C:28](=[O:29])[CH3:30])[C@H:30]([O:31][C:32](=[O:33])[CH3:34])[C@@H:32]([CH2:34][O:35][C:5](=[O:7])[CH3:6])[O:33][C@H:25]1[C:21]1[CH:22]=[CH:23][CH:24]=[C:19]([CH2:18][C:9]2[CH:10]=[C:11]3[C:17](=[CH:16][CH:15]=[CH:14][CH:13]=[CH:12]3)[CH:8]=2)[CH:20]=1)(=[O:27])[CH3:25]. (6) The product is: [CH3:22][N:19]1[CH2:20][CH2:21][C:9]2[N:8]([C:4]3[CH:5]=[C:6]([C:29]4[CH:30]=[CH:31][C:26]([C:25]([NH:24][CH3:23])=[O:41])=[N:27][CH:28]=4)[CH:7]=[CH:2][CH:3]=3)[C:16]3[CH:15]=[CH:14][C:13]([CH3:17])=[CH:12][C:11]=3[C:10]=2[CH2:18]1. Given the reactants Br[C:2]1[CH:3]=[C:4]([N:8]2[C:16]3[CH:15]=[CH:14][C:13]([CH3:17])=[CH:12][C:11]=3[C:10]3[CH2:18][N:19]([CH3:22])[CH2:20][CH2:21][C:9]2=3)[CH:5]=[CH:6][CH:7]=1.[CH3:23][NH:24][C:25](=[O:41])[C:26]1[CH:31]=[CH:30][C:29](B2OC(C)(C)C(C)(C)O2)=[CH:28][N:27]=1.C([O-])([O-])=O.[K+].[K+], predict the reaction product.